Dataset: Retrosynthesis with 50K atom-mapped reactions and 10 reaction types from USPTO. Task: Predict the reactants needed to synthesize the given product. (1) Given the product CCOC(=O)c1cc(-c2cc(C)ccn2)n(-c2ccc(Cl)nn2)n1, predict the reactants needed to synthesize it. The reactants are: CCOC(=O)C(=O)CC(=O)c1cc(C)ccn1.NNc1ccc(Cl)nn1. (2) Given the product Clc1nccc(Oc2ccc3c(ccn3-c3ccccc3)c2)n1, predict the reactants needed to synthesize it. The reactants are: Clc1nccc(Oc2ccc3[nH]ccc3c2)n1.Ic1ccccc1.